From a dataset of Catalyst prediction with 721,799 reactions and 888 catalyst types from USPTO. Predict which catalyst facilitates the given reaction. Reactant: [OH:1][CH2:2][C:3]1[CH:4]=[C:5]([CH2:9][N:10]([CH3:18])[C:11](=[O:17])[O:12][C:13]([CH3:16])([CH3:15])[CH3:14])[CH:6]=[N:7][CH:8]=1.CC(OI1(OC(C)=O)(OC(C)=O)OC(=O)C2C=CC=CC1=2)=O. Product: [CH:2]([C:3]1[CH:4]=[C:5]([CH2:9][N:10]([CH3:18])[C:11](=[O:17])[O:12][C:13]([CH3:14])([CH3:15])[CH3:16])[CH:6]=[N:7][CH:8]=1)=[O:1]. The catalyst class is: 2.